From a dataset of NCI-60 drug combinations with 297,098 pairs across 59 cell lines. Regression. Given two drug SMILES strings and cell line genomic features, predict the synergy score measuring deviation from expected non-interaction effect. Drug 1: CC1C(C(CC(O1)OC2CC(CC3=C2C(=C4C(=C3O)C(=O)C5=C(C4=O)C(=CC=C5)OC)O)(C(=O)CO)O)N)O.Cl. Drug 2: CCCCC(=O)OCC(=O)C1(CC(C2=C(C1)C(=C3C(=C2O)C(=O)C4=C(C3=O)C=CC=C4OC)O)OC5CC(C(C(O5)C)O)NC(=O)C(F)(F)F)O. Cell line: RXF 393. Synergy scores: CSS=48.5, Synergy_ZIP=-0.309, Synergy_Bliss=1.61, Synergy_Loewe=2.32, Synergy_HSA=3.52.